Task: Regression/Classification. Given a drug SMILES string, predict its toxicity properties. Task type varies by dataset: regression for continuous values (e.g., LD50, hERG inhibition percentage) or binary classification for toxic/non-toxic outcomes (e.g., AMES mutagenicity, cardiotoxicity, hepatotoxicity). Dataset: skin_reaction.. Dataset: Skin sensitization/reaction prediction data The drug is Cc1cc(N)ccc1N. The result is 1 (causes skin reaction).